Dataset: Forward reaction prediction with 1.9M reactions from USPTO patents (1976-2016). Task: Predict the product of the given reaction. (1) Given the reactants [F:1][C:2]1[CH:12]=[CH:11][CH:10]=[C:9]([F:13])[C:3]=1[C:4]([N:6]=[C:7]=[O:8])=[O:5].[F:14][CH:15]([F:26])[S:16][C:17]1[CH:24]=[CH:23][C:20]([NH:21][CH3:22])=[C:19]([F:25])[CH:18]=1, predict the reaction product. The product is: [F:1][C:2]1[CH:12]=[CH:11][CH:10]=[C:9]([F:13])[C:3]=1[C:4]([NH:6][C:7](=[O:8])[N:21]([C:20]1[CH:23]=[CH:24][C:17]([S:16][CH:15]([F:26])[F:14])=[CH:18][C:19]=1[F:25])[CH3:22])=[O:5]. (2) Given the reactants Cl.[OH:2][NH2:3].C(O)C.C1COCC1.[O:12]=[C:13]([NH:43][CH2:44][C:45](=O)[CH3:46])[CH:14]([NH:27][C:28](=[O:42])[C:29]1[CH:34]=[CH:33][C:32]([O:35][CH2:36][CH2:37][C:38]([F:41])([F:40])[F:39])=[CH:31][CH:30]=1)[CH2:15][C:16]1[CH:21]=[CH:20][C:19]([O:22][C:23]([F:26])([F:25])[F:24])=[CH:18][CH:17]=1, predict the reaction product. The product is: [OH:2][N:3]=[C:45]([CH3:46])[CH2:44][NH:43][C:13](=[O:12])[CH:14]([NH:27][C:28](=[O:42])[C:29]1[CH:34]=[CH:33][C:32]([O:35][CH2:36][CH2:37][C:38]([F:39])([F:40])[F:41])=[CH:31][CH:30]=1)[CH2:15][C:16]1[CH:21]=[CH:20][C:19]([O:22][C:23]([F:26])([F:25])[F:24])=[CH:18][CH:17]=1.